From a dataset of Catalyst prediction with 721,799 reactions and 888 catalyst types from USPTO. Predict which catalyst facilitates the given reaction. (1) Reactant: [CH3:1][C:2]1[CH:3]=[C:4]([C:16]2[S:20][C:19]([CH2:21][CH:22]3[CH2:27][CH2:26][CH:25]([C:28]([O:30]CC)=[O:29])[CH2:24][CH2:23]3)=[N:18][CH:17]=2)[CH:5]=[C:6]([NH:8][C:9]2[N:14]=[C:13]([CH3:15])[CH:12]=[CH:11][N:10]=2)[CH:7]=1.[OH-].[Na+].Cl. Product: [CH3:1][C:2]1[CH:3]=[C:4]([C:16]2[S:20][C:19]([CH2:21][CH:22]3[CH2:27][CH2:26][CH:25]([C:28]([OH:30])=[O:29])[CH2:24][CH2:23]3)=[N:18][CH:17]=2)[CH:5]=[C:6]([NH:8][C:9]2[N:14]=[C:13]([CH3:15])[CH:12]=[CH:11][N:10]=2)[CH:7]=1. The catalyst class is: 5. (2) Reactant: [Cl:1][C:2]1[CH:3]=[C:4]([NH:20][C:21]2[C:31]3[CH:30]=[C:29]([C:32]([O:34][CH3:35])=[O:33])[CH2:28][CH2:27][N:26](CC4C=CC(OC)=CC=4)[C:25]=3[N:24]=[CH:23][N:22]=2)[CH:5]=[CH:6][C:7]=1[O:8][C:9]1[CH:14]=[CH:13][CH:12]=[C:11]([O:15][C:16]([F:19])([F:18])[F:17])[CH:10]=1.FC(F)(F)C(O)=O. Product: [Cl:1][C:2]1[CH:3]=[C:4]([NH:20][C:21]2[C:31]3[CH:30]=[C:29]([C:32]([O:34][CH3:35])=[O:33])[CH2:28][CH2:27][NH:26][C:25]=3[N:24]=[CH:23][N:22]=2)[CH:5]=[CH:6][C:7]=1[O:8][C:9]1[CH:14]=[CH:13][CH:12]=[C:11]([O:15][C:16]([F:19])([F:17])[F:18])[CH:10]=1. The catalyst class is: 26. (3) Reactant: [OH:1][C@@H:2]([CH3:22])[C:3]([N:5]1[CH2:10][CH2:9][N:8]([C:11]2[CH:16]=[CH:15][C:14]([N+:17]([O-:19])=[O:18])=[CH:13][C:12]=2[O:20][CH3:21])[CH2:7][CH2:6]1)=O.B.C1COCC1.CO. Product: [CH3:21][O:20][C:12]1[CH:13]=[C:14]([N+:17]([O-:19])=[O:18])[CH:15]=[CH:16][C:11]=1[N:8]1[CH2:7][CH2:6][N:5]([CH2:3][C@@H:2]([OH:1])[CH3:22])[CH2:10][CH2:9]1. The catalyst class is: 7. (4) Product: [ClH:18].[Br:1][C:2]1[CH:10]=[CH:9][CH:8]=[C:7]2[C:3]=1[CH2:4][CH2:5][C@@H:6]2[NH2:11]. Reactant: [Br:1][C:2]1[CH:10]=[CH:9][CH:8]=[C:7]2[C:3]=1[CH2:4][CH2:5][C@@H:6]2[NH:11][S@](C(C)(C)C)=O.[ClH:18].C(#N)C. The catalyst class is: 71. (5) Product: [C:1]([C:4]1[C:8]2[CH:9]=[CH:10][C:11]3[CH:12]=[N:13][C:14]([N:34]4[CH2:38][CH2:37][CH2:36][CH2:35]4)=[N:15][C:16]=3[C:7]=2[N:6]([CH:21]2[CH2:26][CH2:25][N:24]([C:27]([O:29][C:30]([CH3:33])([CH3:32])[CH3:31])=[O:28])[CH2:23][CH2:22]2)[N:5]=1)(=[O:3])[NH2:2]. The catalyst class is: 1. Reactant: [C:1]([C:4]1[C:8]2[CH:9]=[CH:10][C:11]3[CH:12]=[N:13][C:14](S(C)(=O)=O)=[N:15][C:16]=3[C:7]=2[N:6]([CH:21]2[CH2:26][CH2:25][N:24]([C:27]([O:29][C:30]([CH3:33])([CH3:32])[CH3:31])=[O:28])[CH2:23][CH2:22]2)[N:5]=1)(=[O:3])[NH2:2].[NH:34]1[CH2:38][CH2:37][CH2:36][CH2:35]1. (6) The catalyst class is: 1. Product: [CH2:9]([O:11][C:12](=[O:17])[CH:13]([CH2:8][CH:6]=[CH2:7])[CH2:14][C:15]([CH3:19])=[CH2:16])[CH3:10]. Reactant: [Li+].CC([N-][CH:6]([CH3:8])[CH3:7])C.[CH2:9]([O:11][C:12](=[O:17])[CH2:13][CH2:14][CH:15]=[CH2:16])[CH3:10].Br[CH2:19]C(C)=C. (7) Reactant: Cl.[CH3:2][C:3]1[C:11]([C:12](=[S:14])[NH2:13])=[C:6]2[CH:7]=[CH:8][CH:9]=[CH:10][N:5]2[N:4]=1.Cl[CH:16]([C:22]([C:24]1[CH:29]=[CH:28][CH:27]=[CH:26][C:25]=1[Cl:30])=O)[C:17]([O:19][CH2:20][CH3:21])=[O:18]. Product: [Cl:30][C:25]1[CH:26]=[CH:27][CH:28]=[CH:29][C:24]=1[C:22]1[N:13]=[C:12]([C:11]2[C:3]([CH3:2])=[N:4][N:5]3[CH:10]=[CH:9][CH:8]=[CH:7][C:6]=23)[S:14][C:16]=1[C:17]([O:19][CH2:20][CH3:21])=[O:18]. The catalyst class is: 41. (8) Reactant: [CH3:1][C:2]([O:8][C:9]1[CH:14]=[CH:13][C:12]([C:15]#[N:16])=[CH:11][N:10]=1)([CH3:7])[C:3]([O:5]C)=[O:4].O.[OH-].[Li+].Cl. Product: [CH3:7][C:2]([O:8][C:9]1[CH:14]=[CH:13][C:12]([C:15]#[N:16])=[CH:11][N:10]=1)([CH3:1])[C:3]([OH:5])=[O:4]. The catalyst class is: 30. (9) Reactant: [C:9](O[C:9]([O:11][C:12]([CH3:15])([CH3:14])[CH3:13])=[O:10])([O:11][C:12]([CH3:15])([CH3:14])[CH3:13])=[O:10].[NH2:16][C@@H:17]([C:20]1[CH:25]=[CH:24][CH:23]=[C:22]([Br:26])[CH:21]=1)[CH2:18][OH:19].C([O-])(O)=O.[Na+]. Product: [Br:26][C:22]1[CH:21]=[C:20]([C@H:17]([NH:16][C:9](=[O:10])[O:11][C:12]([CH3:13])([CH3:14])[CH3:15])[CH2:18][OH:19])[CH:25]=[CH:24][CH:23]=1. The catalyst class is: 387. (10) Reactant: Br[C:2]1[CH:10]=[CH:9][C:5]([C:6]([OH:8])=[O:7])=[CH:4][C:3]=1[CH3:11].[C:12]1(B(O)O)[CH:17]=[CH:16][CH:15]=[CH:14][CH:13]=1. Product: [CH3:11][C:3]1[CH:4]=[C:5]([CH:9]=[CH:10][C:2]=1[C:12]1[CH:17]=[CH:16][CH:15]=[CH:14][CH:13]=1)[C:6]([OH:8])=[O:7]. The catalyst class is: 713.